Dataset: Forward reaction prediction with 1.9M reactions from USPTO patents (1976-2016). Task: Predict the product of the given reaction. (1) Given the reactants [NH:1]1[CH2:7][CH2:6][CH2:5][CH:4]([CH:8]([O:10][C:11]2[CH:33]=[CH:32][C:14]3[C:15]4[N:19]([CH2:20][CH2:21][O:22][C:13]=3[CH:12]=2)[CH:18]=[C:17]([C:23]2[N:24]([CH:29]([CH3:31])[CH3:30])[N:25]=[C:26]([CH3:28])[N:27]=2)[N:16]=4)[CH3:9])[CH2:3][CH2:2]1.[CH3:34][C:35]([CH3:37])=O.CC(O)=O.C(O[BH-](OC(=O)C)OC(=O)C)(=O)C.[Na+], predict the reaction product. The product is: [CH:29]([N:24]1[C:23]([C:17]2[N:16]=[C:15]3[C:14]4[CH:32]=[CH:33][C:11]([O:10][CH:8]([CH:4]5[CH2:5][CH2:6][CH2:7][N:1]([CH:35]([CH3:37])[CH3:34])[CH2:2][CH2:3]5)[CH3:9])=[CH:12][C:13]=4[O:22][CH2:21][CH2:20][N:19]3[CH:18]=2)=[N:27][C:26]([CH3:28])=[N:25]1)([CH3:30])[CH3:31]. (2) Given the reactants Cl.O1CCO[CH2:4][CH2:3]1.C([O:12][C:13]([N:15]1[CH2:20][CH2:19][CH2:18][C@@H:17]([N:21]2[C:25]3=[N:26][CH:27]=[N:28][C:29]([NH2:30])=[C:24]3[C:23]([C:31](=[O:47])[NH:32][C:33]3[O:34][C:35]4[CH:41]=[CH:40][C:39]([C:42]5[S:43][CH:44]=[CH:45][CH:46]=5)=[CH:38][C:36]=4[N:37]=3)=[N:22]2)[CH2:16]1)=O)(C)(C)C, predict the reaction product. The product is: [C:13]([N:15]1[CH2:20][CH2:19][CH2:18][C@@H:17]([N:21]2[C:25]3=[N:26][CH:27]=[N:28][C:29]([NH2:30])=[C:24]3[C:23]([C:31]([NH:32][C:33]3[O:34][C:35]4[CH:41]=[CH:40][C:39]([C:42]5[S:43][CH:44]=[CH:45][CH:46]=5)=[CH:38][C:36]=4[N:37]=3)=[O:47])=[N:22]2)[CH2:16]1)(=[O:12])[CH:3]=[CH2:4]. (3) Given the reactants [OH:1][NH:2][C:3](=[NH:7])[CH:4]([CH3:6])[CH3:5].[C:8]([N:10]1[CH2:15][CH2:14][CH:13]([N:16]([CH:35]2[CH2:37][CH2:36]2)[C:17](=[O:34])[C:18]2[CH:23]=[CH:22][C:21]([C:24]3[CH:29]=[CH:28][C:27]([S:30]([CH3:33])(=[O:32])=[O:31])=[CH:26][CH:25]=3)=[N:20][CH:19]=2)[CH2:12][CH2:11]1)#N, predict the reaction product. The product is: [CH:35]1([N:16]([CH:13]2[CH2:14][CH2:15][N:10]([C:8]3[O:1][N:2]=[C:3]([CH:4]([CH3:6])[CH3:5])[N:7]=3)[CH2:11][CH2:12]2)[C:17](=[O:34])[C:18]2[CH:23]=[CH:22][C:21]([C:24]3[CH:25]=[CH:26][C:27]([S:30]([CH3:33])(=[O:31])=[O:32])=[CH:28][CH:29]=3)=[N:20][CH:19]=2)[CH2:37][CH2:36]1. (4) Given the reactants [CH3:1][C:2]1[O:6][N:5]=[C:4]([C:7]2[CH:12]=[CH:11][CH:10]=[CH:9][CH:8]=2)[C:3]=1[CH2:13][O:14][C:15]1[CH:23]=[CH:22][C:18]([C:19]([OH:21])=O)=[CH:17][N:16]=1.[NH2:24][CH:25]1[CH2:30][CH2:29][CH2:28][CH2:27][CH:26]1[OH:31], predict the reaction product. The product is: [OH:31][CH:26]1[CH2:27][CH2:28][CH2:29][CH2:30][CH:25]1[NH:24][C:19](=[O:21])[C:18]1[CH:22]=[CH:23][C:15]([O:14][CH2:13][C:3]2[C:4]([C:7]3[CH:8]=[CH:9][CH:10]=[CH:11][CH:12]=3)=[N:5][O:6][C:2]=2[CH3:1])=[N:16][CH:17]=1. (5) Given the reactants [CH2:1]([O:4][C:5]1[CH:10]=[CH:9][CH:8]=[CH:7][C:6]=1[C:11]1[C:12]2[C:13]3[CH2:24][CH2:23][NH:22][CH2:21][CH2:20][C:14]=3[NH:15][C:16]=2[CH:17]=[CH:18][CH:19]=1)[CH2:2]C.I[CH2:26]CC, predict the reaction product. The product is: [CH:1]([O:4][C:5]1[CH:10]=[CH:9][CH:8]=[CH:7][C:6]=1[C:11]1[C:12]2[C:13]3[CH2:24][CH2:23][NH:22][CH2:21][CH2:20][C:14]=3[NH:15][C:16]=2[CH:17]=[CH:18][CH:19]=1)([CH3:26])[CH3:2]. (6) Given the reactants [Li+].[OH-].[C:3]1([C@@H:9]2[CH2:11][C@H:10]2[NH:12][CH2:13][C:14]([O:16]C)=[O:15])[CH:8]=[CH:7][CH:6]=[CH:5][CH:4]=1.C1COCC1.[C:23](O[C:23]([O:25][C:26]([CH3:29])([CH3:28])[CH3:27])=[O:24])([O:25][C:26]([CH3:29])([CH3:28])[CH3:27])=[O:24], predict the reaction product. The product is: [C:26]([O:25][C:23]([N:12]([C@@H:10]1[CH2:11][C@H:9]1[C:3]1[CH:4]=[CH:5][CH:6]=[CH:7][CH:8]=1)[CH2:13][C:14]([OH:16])=[O:15])=[O:24])([CH3:29])([CH3:28])[CH3:27]. (7) Given the reactants [C:1]1([N:7]2[CH2:11][CH2:10][CH2:9][CH2:8]2)[CH:6]=[CH:5][CH:4]=[CH:3][CH:2]=1.[CH3:12][O:13][C:14](=[O:19])[CH:15]=[CH:16][CH:17]=[O:18].C([C@@H]1N[C@H](C(C)(C)C)N(C)C1=O)C1C=CC=CC=1, predict the reaction product. The product is: [CH3:12][O:13][C:14](=[O:19])[C@@H:15]([C:4]1[CH:5]=[CH:6][C:1]([N:7]2[CH2:11][CH2:10][CH2:9][CH2:8]2)=[CH:2][CH:3]=1)[CH2:16][CH:17]=[O:18].